From a dataset of Retrosynthesis with 50K atom-mapped reactions and 10 reaction types from USPTO. Predict the reactants needed to synthesize the given product. (1) Given the product CNC(=O)c1cc(-c2ccc(Cl)cc2)c(-c2ccc(Cl)cc2Cl)nc1OCc1ccc(F)c(F)c1, predict the reactants needed to synthesize it. The reactants are: CN.O=C(Cl)c1cc(-c2ccc(Cl)cc2)c(-c2ccc(Cl)cc2Cl)nc1OCc1ccc(F)c(F)c1. (2) Given the product Oc1ccc(N2CCN(c3nncc4ccccc34)CC2)cc1, predict the reactants needed to synthesize it. The reactants are: Clc1nncc2ccccc12.Oc1ccc(N2CCNCC2)cc1. (3) Given the product COC(=O)c1ccc(OCCOc2c(C)cc(C(O)(C(F)(F)F)C(F)(F)F)cc2C)cc1, predict the reactants needed to synthesize it. The reactants are: COC(=O)c1ccc(OCCOc2c(C)cc(C(OCc3ccc(OC)cc3)(C(F)(F)F)C(F)(F)F)cc2C)cc1. (4) Given the product CCOC(=O)CSCCCC(O)c1ccco1, predict the reactants needed to synthesize it. The reactants are: CCOC(=O)CS.OC(CCCCl)c1ccco1. (5) Given the product CC=Cc1cc(C(OCc2ccccc2)(C(F)(F)F)C(F)(F)F)ccc1N1CCN(C(=O)CN2C(=O)NC(C)(c3ccc4c(c3)OCC4)C2=O)CC1, predict the reactants needed to synthesize it. The reactants are: C/C=C\c1cc(C(OCc2ccccc2)(C(F)(F)F)C(F)(F)F)ccc1N1CCN(C(=O)CBr)CC1.CC1(c2ccc3c(c2)OCC3)NC(=O)NC1=O. (6) Given the product COC(=O)[C@H](CNC(=O)c1sccc1Cl)NC(=O)c1c(C)nc(NCCCc2cccc(O)c2)nc1C, predict the reactants needed to synthesize it. The reactants are: COC(=O)[C@H](CN)NC(=O)c1c(C)nc(NCCCc2cccc(O)c2)nc1C.O=C(O)c1sccc1Cl. (7) Given the product CCC1c2c(C)cccc2-c2ccccc2N1S(=O)(=O)c1ccc(O)cc1, predict the reactants needed to synthesize it. The reactants are: CCC1c2c(C)cccc2-c2ccccc2N1S(=O)(=O)c1ccc(OC)cc1.